Predict the product of the given reaction. From a dataset of Forward reaction prediction with 1.9M reactions from USPTO patents (1976-2016). (1) Given the reactants O.S(=O)(=O)(O)O.[F:7][C:8]1[CH:14]=[CH:13][C:12]([SH:15])=[CH:11][C:9]=1[NH2:10].[C:16]1([C:22](O)([CH3:24])[CH3:23])[CH:21]=[CH:20][CH:19]=[CH:18][CH:17]=1, predict the reaction product. The product is: [F:7][C:8]1[CH:14]=[CH:13][C:12]([S:15][C:22]([CH3:24])([C:16]2[CH:21]=[CH:20][CH:19]=[CH:18][CH:17]=2)[CH3:23])=[CH:11][C:9]=1[NH2:10]. (2) The product is: [N:1]([C@@H:4]([C@@H:31]([C:39]1[CH:40]=[CH:41][C:42]([Cl:45])=[CH:43][CH:44]=1)[C:32]1[CH:37]=[CH:36][CH:35]=[C:34]([F:38])[CH:33]=1)[C:5]([NH:7][C:8]1[CH:9]=[N:10][CH:11]=[C:12]([F:30])[C:13]=1[CH2:14][CH2:15][C@H:16]([NH:23][S:24]([CH:27]1[CH2:28][CH2:29]1)(=[O:26])=[O:25])[CH2:17][N:18]([CH2:19][C@H:20]([OH:22])[CH3:21])[C:46](=[O:47])[O:48][C:49]([CH3:52])([CH3:51])[CH3:50])=[O:6])=[N+:2]=[N-:3]. Given the reactants [N:1]([C@@H:4]([C@@H:31]([C:39]1[CH:44]=[CH:43][C:42]([Cl:45])=[CH:41][CH:40]=1)[C:32]1[CH:37]=[CH:36][CH:35]=[C:34]([F:38])[CH:33]=1)[C:5]([NH:7][C:8]1[CH:9]=[N:10][CH:11]=[C:12]([F:30])[C:13]=1[CH2:14][CH2:15][C@H:16]([NH:23][S:24]([CH:27]1[CH2:29][CH2:28]1)(=[O:26])=[O:25])[CH2:17][NH:18][CH2:19][C@H:20]([OH:22])[CH3:21])=[O:6])=[N+:2]=[N-:3].[C:46](O[C:46]([O:48][C:49]([CH3:52])([CH3:51])[CH3:50])=[O:47])([O:48][C:49]([CH3:52])([CH3:51])[CH3:50])=[O:47].C(N(CC)CC)C, predict the reaction product. (3) Given the reactants [CH2:1]([O:3][C:4](=[O:18])[CH2:5][C@H:6]1[CH2:10][CH2:9][N:8]([C:11]([O:13]C(C)(C)C)=O)[CH2:7]1)[CH3:2].O1CCOCC1.C(N(CC)[CH:29]([CH3:31])[CH3:30])(C)C.C1(C(Cl)=O)CC1, predict the reaction product. The product is: [CH:29]1([C:11]([N:8]2[CH2:9][CH2:10][C@H:6]([CH2:5][C:4]([O:3][CH2:1][CH3:2])=[O:18])[CH2:7]2)=[O:13])[CH2:31][CH2:30]1. (4) Given the reactants [C:1]1([C:7]2[CH:16]=[CH:15][C:10]3[N:11]=[C:12]([NH2:14])[S:13][C:9]=3[CH:8]=2)[CH:6]=[CH:5][CH:4]=[CH:3][CH:2]=1.Br[CH:18]([CH2:23][CH3:24])[C:19]([O:21]C)=[O:20].[CH3:25][C:26]1[CH:35]=[CH:34][C:29]2N=C(N)S[C:28]=2[CH:27]=1.BrC(CC)[C:38](OCC)=[O:39], predict the reaction product. The product is: [CH3:25][C:26]1[CH:35]=[CH:34][C:29]([C:38]([N:14]=[C:12]2[N:11]([CH:18]([CH2:23][CH3:24])[C:19]([OH:21])=[O:20])[C:10]3[CH:15]=[CH:16][C:7]([C:1]4[CH:2]=[CH:3][CH:4]=[CH:5][CH:6]=4)=[CH:8][C:9]=3[S:13]2)=[O:39])=[CH:28][CH:27]=1. (5) Given the reactants [CH3:1][O:2][C:3]1[C:16]2[C:7](=[C:8]3[C:13](=[CH:14][CH:15]=2)[C:12]([O:17][CH3:18])=[CH:11][CH:10]=[N:9]3)[N:6]=[CH:5][CH:4]=1.[Li][CH3:20], predict the reaction product. The product is: [CH3:20][C:10]1[CH:11]=[C:12]([O:17][CH3:18])[C:13]2[C:8](=[C:7]3[C:16](=[CH:15][CH:14]=2)[C:3]([O:2][CH3:1])=[CH:4][CH:5]=[N:6]3)[N:9]=1. (6) Given the reactants [Cl:1][C:2]1[CH:8]=[C:7]([O:9][C:10]2[C:19]3[C:14](=[CH:15][C:16]([O:22][CH3:23])=[C:17]([O:20][CH3:21])[CH:18]=3)[N:13]=[CH:12][CH:11]=2)[CH:6]=[CH:5][C:3]=1[NH2:4].C(N(CC)CC)C.Cl[C:32](Cl)([O:34]C(=O)OC(Cl)(Cl)Cl)Cl.[NH2:43][C:44]1[O:48][N:47]=[C:46]([CH3:49])[CH:45]=1, predict the reaction product. The product is: [Cl:1][C:2]1[CH:8]=[C:7]([O:9][C:10]2[C:19]3[C:14](=[CH:15][C:16]([O:22][CH3:23])=[C:17]([O:20][CH3:21])[CH:18]=3)[N:13]=[CH:12][CH:11]=2)[CH:6]=[CH:5][C:3]=1[NH:4][C:32]([NH:43][C:44]1[O:48][N:47]=[C:46]([CH3:49])[CH:45]=1)=[O:34]. (7) Given the reactants [CH3:1][O:2][C:3]1[C:8]2[CH:9]=[C:10]([C:12]([OH:14])=O)[O:11][C:7]=2[CH:6]=[CH:5][CH:4]=1.Cl.Cl.Cl.[N:18]1([CH2:25][CH2:26][N:27]2[CH2:32][CH2:31][CH:30]([NH2:33])[CH2:29][CH2:28]2)[CH2:24][CH2:23][CH2:22][CH2:21][CH2:20][CH2:19]1, predict the reaction product. The product is: [N:18]1([CH2:25][CH2:26][N:27]2[CH2:28][CH2:29][CH:30]([NH:33][C:12]([C:10]3[O:11][C:7]4[CH:6]=[CH:5][CH:4]=[C:3]([O:2][CH3:1])[C:8]=4[CH:9]=3)=[O:14])[CH2:31][CH2:32]2)[CH2:24][CH2:23][CH2:22][CH2:21][CH2:20][CH2:19]1.